This data is from Reaction yield outcomes from USPTO patents with 853,638 reactions. The task is: Predict the reaction yield, written as a fraction of the theoretical maximum amount of product (1.0 means a 100% yield; for example, 0.34 means a 34% yield). The reactants are [CH3:1][C:2]1[O:3][N:4]=[C:5]2[CH2:10][CH2:9][NH:8][CH2:7][C:6]=12.Br[CH2:12][CH2:13][CH2:14][Cl:15].C(=O)([O-])[O-].[Cs+].[Cs+]. The catalyst is CC(C)=O. The product is [Cl:15][CH2:14][CH2:13][CH2:12][N:8]1[CH2:9][CH2:10][C:5]2=[N:4][O:3][C:2]([CH3:1])=[C:6]2[CH2:7]1. The yield is 0.390.